This data is from HIV replication inhibition screening data with 41,000+ compounds from the AIDS Antiviral Screen. The task is: Binary Classification. Given a drug SMILES string, predict its activity (active/inactive) in a high-throughput screening assay against a specified biological target. (1) The molecule is CCCCOC(=O)CNC(=O)OCC=CC#CC#CC=CCOC(=O)NCC(=O)OCCCC. The result is 0 (inactive). (2) The molecule is COc1ccc(N=Cc2ccc(N(CCC#N)S(=O)(=O)c3ccccc3)cc2C)cc1. The result is 0 (inactive). (3) The drug is COc1cc(C2OC(=O)C3C(c4ccc(O)c(OC)c4)OC(=O)C23)ccc1O. The result is 0 (inactive). (4) The drug is N=C(N)NS(=O)(=O)c1ccc(N=c2c3ccccc3n(Cc3ccccc3)c3ccccc23)cc1. The result is 0 (inactive). (5) The drug is O=C(Nc1ccccc1)C(c1ccccc1)N(Nc1ccccc1)c1ccccc1. The result is 0 (inactive). (6) The drug is O=C1C2ON(c3ccccc3)C(c3ccc(Cl)cc3)C2C(=O)N1c1ccc(Cc2ccc(N3C(=O)C4ON(c5ccccc5)C(c5ccc(Cl)cc5)C4C3=O)cc2)cc1. The result is 0 (inactive). (7) The compound is N#CC(C#N)=C1NC(=O)CC(=O)N1. The result is 0 (inactive). (8) The molecule is O=C(CC(=O)Nc1ccccc1)NN=Cc1cc(N=Nc2ccc(Br)cc2)ccc1O. The result is 0 (inactive). (9) The molecule is C=C1C(=O)OC2CC(C)C3CC(OC)OC(OC)C3(C)CC12. The result is 0 (inactive). (10) The compound is COC(=O)C(=O)C(C(=O)C(=O)Nc1ccccc1OC)c1nc2ccc([N+](=O)[O-])cc2nc1O. The result is 0 (inactive).